Task: Binary Classification. Given a T-cell receptor sequence (or CDR3 region) and an epitope sequence, predict whether binding occurs between them.. Dataset: TCR-epitope binding with 47,182 pairs between 192 epitopes and 23,139 TCRs (1) The epitope is LSDDAVVCFNSTY. The TCR CDR3 sequence is CASSLLDREGYTF. Result: 0 (the TCR does not bind to the epitope). (2) The epitope is LLSAGIFGA. The TCR CDR3 sequence is CASSLIEYNEQFF. Result: 0 (the TCR does not bind to the epitope).